This data is from Catalyst prediction with 721,799 reactions and 888 catalyst types from USPTO. The task is: Predict which catalyst facilitates the given reaction. (1) Reactant: CS(C)=O.C(Cl)(=O)C(Cl)=O.[OH:11][CH2:12][CH:13]1[CH2:18][N:17]([C:19]([O:21][C:22]([CH3:25])([CH3:24])[CH3:23])=[O:20])[CH2:16][CH2:15][N:14]1[C:26]([O:28][C:29]([CH3:32])([CH3:31])[CH3:30])=[O:27].C(N(CC)CC)C. Product: [CH:12]([CH:13]1[CH2:18][N:17]([C:19]([O:21][C:22]([CH3:25])([CH3:23])[CH3:24])=[O:20])[CH2:16][CH2:15][N:14]1[C:26]([O:28][C:29]([CH3:32])([CH3:31])[CH3:30])=[O:27])=[O:11]. The catalyst class is: 34. (2) Reactant: [Br:1][C:2]1[CH:3]=[CH:4][C:5]([F:35])=[C:6]([C@:8]2([CH3:34])[CH:13]=[C:12]([C:14]([O:16][CH3:17])=[O:15])[S:11][C:10]([N:18]([C:27]([O:29][C:30]([CH3:33])([CH3:32])[CH3:31])=[O:28])[CH2:19][O:20][CH2:21][CH2:22][Si:23]([CH3:26])([CH3:25])[CH3:24])=[N:9]2)[CH:7]=1.[CH3:36]S(C)(=O)=C. Product: [Br:1][C:2]1[CH:3]=[CH:4][C:5]([F:35])=[C:6]([C@:8]2([CH3:34])[C@H:13]3[C@:12]([C:14]([O:16][CH3:17])=[O:15])([CH2:36]3)[S:11][C:10]([N:18]([C:27]([O:29][C:30]([CH3:31])([CH3:33])[CH3:32])=[O:28])[CH2:19][O:20][CH2:21][CH2:22][Si:23]([CH3:25])([CH3:24])[CH3:26])=[N:9]2)[CH:7]=1. The catalyst class is: 1. (3) Reactant: [CH3:1][C:2]1[CH:17]=[CH:16][CH:15]=[CH:14][C:3]=1[C:4]([NH:6][C:7]1[CH:8]=[C:9]([CH3:13])[CH:10]=[CH:11][CH:12]=1)=[O:5].[Br:18]Br. Product: [Br:18][C:10]1[CH:11]=[CH:12][C:7]([NH:6][C:4](=[O:5])[C:3]2[CH:14]=[CH:15][CH:16]=[CH:17][C:2]=2[CH3:1])=[CH:8][C:9]=1[CH3:13]. The catalyst class is: 15. (4) Reactant: [C:1]([O:4][C@@H:5]1[C@@H:10]([O:11][C:12](=[O:14])[CH3:13])[C@H:9]([O:15][C:16](=[O:18])[CH3:17])[C@@H:8]([CH2:19][O:20][C:21](=[O:23])[CH3:22])[O:7][C@H:6]1[O:24][C:25]1[C:30]2[C:31](/[CH:34]=[CH:35]/[C:36]3[CH:41]=[CH:40][C:39](Br)=[CH:38][CH:37]=3)=[CH:32][O:33][C:29]=2[CH:28]=[CH:27][CH:26]=1)(=[O:3])[CH3:2].[C:43]([OH:48])(=[O:47])[CH2:44][CH:45]=[CH2:46].C(N(CC)CC)C.CC1C=CC=CC=1P(C1C=CC=CC=1C)C1C=CC=CC=1C. Product: [C:1]([O:4][C@@H:5]1[C@@H:10]([O:11][C:12](=[O:14])[CH3:13])[C@H:9]([O:15][C:16](=[O:18])[CH3:17])[C@@H:8]([CH2:19][O:20][C:21](=[O:23])[CH3:22])[O:7][C@H:6]1[O:24][C:25]1[C:30]2[C:31](/[CH:34]=[CH:35]/[C:36]3[CH:41]=[CH:40][C:39](/[CH:46]=[CH:45]/[CH2:44][C:43]([OH:48])=[O:47])=[CH:38][CH:37]=3)=[CH:32][O:33][C:29]=2[CH:28]=[CH:27][CH:26]=1)(=[O:3])[CH3:2]. The catalyst class is: 524. (5) Reactant: [OH:1][C:2]1[CH:3]=[C:4]([CH:9]=[C:10]([OH:12])[CH:11]=1)[C:5]([O:7][CH3:8])=[O:6].[Br:13][C:14]1[CH:19]=[CH:18][C:17](B(O)O)=[CH:16][CH:15]=1.N1C=CC=CC=1. Product: [CH3:8][O:7][C:5](=[O:6])[C:4]1[CH:3]=[C:2]([OH:1])[CH:11]=[C:10]([O:12][C:17]2[CH:18]=[CH:19][C:14]([Br:13])=[CH:15][CH:16]=2)[CH:9]=1. The catalyst class is: 302. (6) Reactant: C(OC([N:8]1[C@H:12]([CH2:13][O:14][C:15]2[CH:20]=[CH:19][C:18]([C:21]([CH2:39][CH3:40])([C:24]3[CH:29]=[CH:28][C:27]([CH2:30][CH2:31][CH:32]([OH:37])[C:33]([CH3:36])([CH3:35])[CH3:34])=[C:26]([CH3:38])[CH:25]=3)[CH2:22][CH3:23])=[CH:17][C:16]=2[CH3:41])[CH2:11][O:10]C1(C)C)=O)(C)(C)C.Cl.C([O-])(O)=O.[Na+]. Product: [NH2:8][C@@H:12]([CH2:11][OH:10])[CH2:13][O:14][C:15]1[CH:20]=[CH:19][C:18]([C:21]([C:24]2[CH:29]=[CH:28][C:27]([CH2:30][CH2:31][CH:32]([OH:37])[C:33]([CH3:34])([CH3:35])[CH3:36])=[C:26]([CH3:38])[CH:25]=2)([CH2:22][CH3:23])[CH2:39][CH3:40])=[CH:17][C:16]=1[CH3:41]. The catalyst class is: 225.